This data is from Full USPTO retrosynthesis dataset with 1.9M reactions from patents (1976-2016). The task is: Predict the reactants needed to synthesize the given product. Given the product [CH3:1][O:2][C:3](=[O:30])[C:4]1[CH:9]=[CH:8][CH:7]=[C:6]([CH2:10][C:11]2[CH:16]=[CH:15][C:14]([CH2:17][O:18][C:19]3[CH:24]=[CH:23][C:22]([C:25](=[O:27])[CH3:26])=[C:21]([OH:28])[C:20]=3[C:36]3[CH:41]=[CH:40][CH:39]=[CH:38][N:37]=3)=[CH:13][CH:12]=2)[CH:5]=1, predict the reactants needed to synthesize it. The reactants are: [CH3:1][O:2][C:3](=[O:30])[C:4]1[CH:9]=[CH:8][CH:7]=[C:6]([CH2:10][C:11]2[CH:16]=[CH:15][C:14]([CH2:17][O:18][C:19]3[CH:24]=[CH:23][C:22]([C:25](=[O:27])[CH3:26])=[C:21]([OH:28])[C:20]=3I)=[CH:13][CH:12]=2)[CH:5]=1.C([Sn](CCCC)(CCCC)[C:36]1[CH:41]=[CH:40][CH:39]=[CH:38][N:37]=1)CCC.